Dataset: Forward reaction prediction with 1.9M reactions from USPTO patents (1976-2016). Task: Predict the product of the given reaction. (1) Given the reactants [Cl:1][C:2]1[CH:7]=[CH:6][C:5](/[CH:8]=[N:9]/[CH:10]([CH3:18])[C:11]([O:13][C:14]([CH3:17])([CH3:16])[CH3:15])=[O:12])=[CH:4][CH:3]=1.Br[CH2:20][CH:21]1[CH2:23][CH2:22]1.[OH-].[K+].C(=O)([O-])[O-].[K+].[K+], predict the reaction product. The product is: [Cl:1][C:2]1[CH:3]=[CH:4][C:5](/[CH:8]=[N:9]/[C:10]([CH3:18])([CH2:20][CH:21]2[CH2:23][CH2:22]2)[C:11]([O:13][C:14]([CH3:17])([CH3:16])[CH3:15])=[O:12])=[CH:6][CH:7]=1. (2) Given the reactants CN1C(=O)CCC1.[Cl:8][C:9]1[CH:10]=[C:11]([NH:16][C:17]2[C:26]3[C:21](=[CH:22][C:23]([O:28][CH2:29][CH3:30])=[C:24]([NH2:27])[CH:25]=3)[N:20]=[CH:19][C:18]=2[C:31]#[N:32])[CH:12]=[CH:13][C:14]=1[F:15].Cl.[CH3:34][N:35]([CH3:42])[CH2:36][CH:37]=[CH:38][C:39](Cl)=[O:40].C(=O)(O)[O-].[Na+], predict the reaction product. The product is: [Cl:8][C:9]1[CH:10]=[C:11]([NH:16][C:17]2[C:26]3[C:21](=[CH:22][C:23]([O:28][CH2:29][CH3:30])=[C:24]([NH:27][C:39](=[O:40])[CH:38]=[CH:37][CH2:36][N:35]([CH3:42])[CH3:34])[CH:25]=3)[N:20]=[CH:19][C:18]=2[C:31]#[N:32])[CH:12]=[CH:13][C:14]=1[F:15]. (3) Given the reactants Cl[C:2]1[CH:7]=[CH:6][N:5]=[C:4]([NH2:8])[CH:3]=1.[CH3:9][C:10]1([CH3:17])[O:14][CH:13]([CH2:15][OH:16])[CH2:12][O:11]1.[Na].O, predict the reaction product. The product is: [CH3:9][C:10]1([CH3:17])[O:14][CH:13]([CH2:15][O:16][C:2]2[CH:7]=[CH:6][N:5]=[C:4]([NH2:8])[CH:3]=2)[CH2:12][O:11]1.